Dataset: Reaction yield outcomes from USPTO patents with 853,638 reactions. Task: Predict the reaction yield, written as a fraction of the theoretical maximum amount of product (1.0 means a 100% yield; for example, 0.34 means a 34% yield). (1) The reactants are [C:1]([NH:4][C:5]1[S:6][CH:7]=[C:8]([CH2:10][O:11][C:12]2[CH:17]=[CH:16][C:15]([CH2:18][CH2:19][NH:20][C:21]([NH:23][N:24](C([O-])=O)C(OC(C)(C)C)=O)=[O:22])=[CH:14][CH:13]=2)[N:9]=1)(=[O:3])[CH3:2].[F:35][C:36]([F:41])([F:40])[C:37]([OH:39])=[O:38]. The catalyst is ClCCl. The product is [F:35][C:36]([F:41])([F:40])[C:37]([OH:39])=[O:38].[C:1]([NH:4][C:5]1[S:6][CH:7]=[C:8]([CH2:10][O:11][C:12]2[CH:13]=[CH:14][C:15]([CH2:18][CH2:19][NH:20][C:21]([NH:23][NH2:24])=[O:22])=[CH:16][CH:17]=2)[N:9]=1)(=[O:3])[CH3:2]. The yield is 0.819. (2) The reactants are [CH3:1][O:2][C:3]1[CH:4]=[C:5]([CH:10]=[CH:11][C:12]=1[O:13][CH2:14][CH2:15][O:16][CH3:17])[C:6]([O:8][CH3:9])=[O:7].[N+:18]([O-])([OH:20])=[O:19]. The catalyst is CC(O)=O. The product is [CH3:1][O:2][C:3]1[C:12]([O:13][CH2:14][CH2:15][O:16][CH3:17])=[CH:11][C:10]([N+:18]([O-:20])=[O:19])=[C:5]([CH:4]=1)[C:6]([O:8][CH3:9])=[O:7]. The yield is 0.800. (3) The reactants are CCN(C(C)C)C(C)C.[OH:10][C:11]1[CH:12]=[CH:13][CH:14]=[C:15]2[C:20]=1[O:19][C:18](=[O:21])[C:17]([C:22]([OH:24])=O)=[CH:16]2.CN(C(ON1N=NC2C=CC=NC1=2)=[N+](C)C)C.F[P-](F)(F)(F)(F)F.[NH:49]1[CH:53]=[C:52]([C:54]2[CH:55]=[C:56]([NH2:60])[CH:57]=[CH:58][CH:59]=2)[CH:51]=[N:50]1. The catalyst is CN(C=O)C. The product is [NH:49]1[CH:53]=[C:52]([C:54]2[CH:55]=[C:56]([NH:60][C:22]([C:17]3[C:18](=[O:21])[O:19][C:20]4[C:15]([CH:16]=3)=[CH:14][CH:13]=[CH:12][C:11]=4[OH:10])=[O:24])[CH:57]=[CH:58][CH:59]=2)[CH:51]=[N:50]1. The yield is 0.110. (4) The reactants are [CH3:1][N:2]1[C:6]([C:7]2[S:8][C:9]3[N:10]=[CH:11][N:12]=[C:13]([SH:16])[C:14]=3[N:15]=2)=[C:5]([C:17]2[CH:22]=[CH:21][CH:20]=[CH:19][CH:18]=2)[N:4]=[CH:3]1.[CH3:23]I. The catalyst is [OH-].[Na+]. The product is [CH3:1][N:2]1[C:6]([C:7]2[S:8][C:9]3[N:10]=[CH:11][N:12]=[C:13]([S:16][CH3:23])[C:14]=3[N:15]=2)=[C:5]([C:17]2[CH:18]=[CH:19][CH:20]=[CH:21][CH:22]=2)[N:4]=[CH:3]1. The yield is 0.950. (5) The reactants are [CH3:1][CH2:2][C@@:3]1([OH:26])[C:8](=[O:9])[O:7][CH2:6][C:5]2[C:10]([N:12]3[C:24](=[CH:25][C:4]1=2)[C:23]1[N:22]=[C:21]2[C:16]([CH:17]=[CH:18][CH:19]=[CH:20]2)=[CH:15][C:14]=1[CH2:13]3)=[O:11].C(O)(C(F)(F)F)=O.CCCP1(OP(CCC)(=O)OP(CCC)(=O)O1)=O.CN(C)N1C=CC=CC1. The catalyst is C(OCC)(=O)C.ClCCl. The product is [CH3:1][CH2:2][C@@:3]1([OH:26])[C:8](=[O:9])[O:7][CH2:6][C:5]2[C:10]([N:12]3[C:24](=[CH:25][C:4]1=2)[C:23]1[N:22]=[C:21]2[C:16]([CH:17]=[CH:18][CH:19]=[CH:20]2)=[CH:15][C:14]=1[CH2:13]3)=[O:11]. The yield is 0.930. (6) The reactants are [F:1][C:2]1[CH:7]=[CH:6][C:5]([F:8])=[CH:4][C:3]=1[C@H:9]1[CH2:13][CH2:12][CH2:11][N:10]1[C:14]1[CH:19]=[CH:18][N:17]2[N:20]=[CH:21][C:22]([NH2:23])=[C:16]2[N:15]=1.[C:24](O[C:24](=[O:29])[C:25]([CH3:28])([CH3:27])[CH3:26])(=[O:29])[C:25]([CH3:28])([CH3:27])[CH3:26].N1C=CC=CC=1. The catalyst is C(Cl)Cl. The product is [F:1][C:2]1[CH:7]=[CH:6][C:5]([F:8])=[CH:4][C:3]=1[C@H:9]1[CH2:13][CH2:12][CH2:11][N:10]1[C:14]1[CH:19]=[CH:18][N:17]2[N:20]=[CH:21][C:22]([NH:23][C:24](=[O:29])[C:25]([CH3:28])([CH3:27])[CH3:26])=[C:16]2[N:15]=1. The yield is 0.750.